Dataset: Forward reaction prediction with 1.9M reactions from USPTO patents (1976-2016). Task: Predict the product of the given reaction. (1) Given the reactants [Br:1][C:2]1[CH:7]=[CH:6][C:5]([C@H:8]2[CH2:10][C@:9]2([NH:15][C:16]([C@@H:18]2[CH2:23][CH2:22][CH2:21][CH2:20][N:19]2[C:24]([O:26][C:27]([CH3:30])([CH3:29])[CH3:28])=[O:25])=[O:17])[C:11]([O:13]C)=[O:12])=[CH:4][CH:3]=1.O.[OH-].[Li+], predict the reaction product. The product is: [Br:1][C:2]1[CH:3]=[CH:4][C:5]([C@H:8]2[CH2:10][C@:9]2([NH:15][C:16]([C@@H:18]2[CH2:23][CH2:22][CH2:21][CH2:20][N:19]2[C:24]([O:26][C:27]([CH3:30])([CH3:29])[CH3:28])=[O:25])=[O:17])[C:11]([OH:13])=[O:12])=[CH:6][CH:7]=1. (2) Given the reactants P(Cl)(Cl)([Cl:3])=O.[Br:6][C:7]1[CH:8]=[CH:9][CH:10]=[C:11]2[C:16]=1[NH:15][CH:14]=[CH:13][C:12]2=O, predict the reaction product. The product is: [Br:6][C:7]1[CH:8]=[CH:9][CH:10]=[C:11]2[C:16]=1[N:15]=[CH:14][CH:13]=[C:12]2[Cl:3]. (3) Given the reactants [Cl:1][C:2]1[CH:3]=[C:4]([C@@H:8]2[C@@H:13]([C:14]3[CH:19]=[CH:18][C:17]([Cl:20])=[CH:16][CH:15]=3)[N:12]([CH:21]([CH2:24][CH3:25])[CH2:22][CH3:23])[C:11](=[O:26])[C@:10]([CH2:28][C:29](=[N:31][OH:32])[NH2:30])([CH3:27])[CH2:9]2)[CH:5]=[CH:6][CH:7]=1.C1CCN2C(=NCCC2)CC1.[C:44](N1C=CN=C1)(N1C=CN=C1)=[O:45], predict the reaction product. The product is: [Cl:1][C:2]1[CH:3]=[C:4]([C@@H:8]2[C@@H:13]([C:14]3[CH:19]=[CH:18][C:17]([Cl:20])=[CH:16][CH:15]=3)[N:12]([CH:21]([CH2:22][CH3:23])[CH2:24][CH3:25])[C:11](=[O:26])[C@:10]([CH2:28][C:29]3[NH:30][C:44](=[O:45])[O:32][N:31]=3)([CH3:27])[CH2:9]2)[CH:5]=[CH:6][CH:7]=1. (4) Given the reactants [CH:1]1([CH2:6][C:7]([NH:9][C:10]2[CH:15]=[CH:14][C:13]([NH:16][C:17]([N:19]3[CH2:27][C:26]4[C:21](=[CH:22][CH:23]=[C:24]([C:28](O)=[O:29])[CH:25]=4)[CH2:20]3)=[O:18])=[CH:12][CH:11]=2)=O)[CH2:5][CH2:4][CH2:3][CH2:2]1.B.CO, predict the reaction product. The product is: [CH:1]1([CH2:6][CH2:7][NH:9][C:10]2[CH:11]=[CH:12][C:13]([NH:16][C:17]([N:19]3[CH2:27][C:26]4[C:21](=[CH:22][CH:23]=[C:24]([CH2:28][OH:29])[CH:25]=4)[CH2:20]3)=[O:18])=[CH:14][CH:15]=2)[CH2:5][CH2:4][CH2:3][CH2:2]1. (5) Given the reactants [Cl:1][C:2]1[C:7]([C:8]2[C:13]([F:14])=[CH:12][C:11]([F:15])=[CH:10][C:9]=2[F:16])=[C:6]([N:17]2[CH2:21][CH2:20][CH2:19][O:18]2)[N:5]=[C:4]([C:22]#[N:23])[N:3]=1.C[O-].[Na+].Cl.[CH3:28][O:29][NH2:30], predict the reaction product. The product is: [CH3:28][O:29][NH:30][C:22]([C:4]1[N:3]=[C:2]([Cl:1])[C:7]([C:8]2[C:9]([F:16])=[CH:10][C:11]([F:15])=[CH:12][C:13]=2[F:14])=[C:6]([N:17]2[CH2:21][CH2:20][CH2:19][O:18]2)[N:5]=1)=[NH:23]. (6) Given the reactants [CH2:1]([O:3][C:4]([C:6]1[C:7]2[C:22](=[O:23])[CH2:21][CH2:20][CH2:19][CH2:18][C:8]=2[N:9]([C:11]([O:13][C:14]([CH3:17])([CH3:16])[CH3:15])=[O:12])[CH:10]=1)=[O:5])[CH3:2].[Na+].[I-].C(N(CC)CC)C.[CH3:33][Si:34](Cl)([CH3:36])[CH3:35], predict the reaction product. The product is: [CH2:1]([O:3][C:4]([C:6]1[C:7]2[C:22]([O:23][Si:34]([CH3:36])([CH3:35])[CH3:33])=[CH:21][CH2:20][CH2:19][CH2:18][C:8]=2[N:9]([C:11]([O:13][C:14]([CH3:17])([CH3:15])[CH3:16])=[O:12])[CH:10]=1)=[O:5])[CH3:2].